Dataset: Forward reaction prediction with 1.9M reactions from USPTO patents (1976-2016). Task: Predict the product of the given reaction. (1) Given the reactants [F:1][C:2]1[CH:27]=[C:26]([NH:28][C:29]([NH:31][C:32](=[O:40])[CH2:33][C:34]2[CH:39]=[CH:38][CH:37]=[CH:36][CH:35]=2)=[S:30])[CH:25]=[CH:24][C:3]=1[O:4][C:5]1[C:14]2[C:9](=[CH:10][C:11]([O:22][CH3:23])=[C:12]([C:15]([O:17]C(C)(C)C)=[O:16])[CH:13]=2)[N:8]=[CH:7][CH:6]=1.[ClH:41].O1CCOCC1, predict the reaction product. The product is: [ClH:41].[F:1][C:2]1[CH:27]=[C:26]([NH:28][C:29]([NH:31][C:32](=[O:40])[CH2:33][C:34]2[CH:35]=[CH:36][CH:37]=[CH:38][CH:39]=2)=[S:30])[CH:25]=[CH:24][C:3]=1[O:4][C:5]1[C:14]2[C:9](=[CH:10][C:11]([O:22][CH3:23])=[C:12]([C:15]([OH:17])=[O:16])[CH:13]=2)[N:8]=[CH:7][CH:6]=1. (2) The product is: [Cl:1][C:2]1[C:7]2[C:8](=[O:12])[N:9]([C:15]([O:17][C:18]([CH3:21])([CH3:20])[CH3:19])=[O:16])[CH2:10][C:6]=2[C:5]([F:13])=[C:4]([Cl:14])[N:3]=1. Given the reactants [Cl:1][C:2]1[C:7]2[C:8](=[O:12])[NH:9][CH:10](C)[C:6]=2[C:5]([F:13])=[C:4]([Cl:14])[N:3]=1.[C:15](O[C:15]([O:17][C:18]([CH3:21])([CH3:20])[CH3:19])=[O:16])([O:17][C:18]([CH3:21])([CH3:20])[CH3:19])=[O:16], predict the reaction product. (3) Given the reactants [Cl:1][C:2]1[CH:7]=[CH:6][N:5]=[C:4]2[N:8]([S:24]([C:27]3[CH:32]=[CH:31][C:30]([CH3:33])=[CH:29][CH:28]=3)(=[O:26])=[O:25])[C:9]([C:11]3[C:19]4[C:14](=[CH:15][C:16]([O:22][CH3:23])=[C:17]([O:20][CH3:21])[CH:18]=4)[NH:13][CH:12]=3)=[CH:10][C:3]=12.Cl.Cl[CH2:36][CH2:37][N:38]1[CH2:43][CH2:42][O:41][CH2:40][CH2:39]1.C(=O)([O-])[O-].[K+].[K+].O, predict the reaction product. The product is: [Cl:1][C:2]1[CH:7]=[CH:6][N:5]=[C:4]2[N:8]([S:24]([C:27]3[CH:32]=[CH:31][C:30]([CH3:33])=[CH:29][CH:28]=3)(=[O:26])=[O:25])[C:9]([C:11]3[C:19]4[C:14](=[CH:15][C:16]([O:22][CH3:23])=[C:17]([O:20][CH3:21])[CH:18]=4)[N:13]([CH2:36][CH2:37][N:38]4[CH2:43][CH2:42][O:41][CH2:40][CH2:39]4)[CH:12]=3)=[CH:10][C:3]=12. (4) Given the reactants C([Si](C1C=CC=CC=1)(C1C=CC=CC=1)[O:6][CH2:7][CH:8]1[CH2:13][O:12][CH:11]([C:14]([F:17])([F:16])[F:15])[O:10][CH2:9]1)(C)(C)C.[OH-].[Na+], predict the reaction product. The product is: [F:17][C:14]([F:15])([F:16])[CH:11]1[O:10][CH2:9][CH:8]([CH2:7][OH:6])[CH2:13][O:12]1. (5) Given the reactants [OH:1][CH2:2][C@H:3]1[C@@:7]([CH3:9])([OH:8])[CH:6]=[CH:5][CH2:4]1.C(=O)(O)[O-:11].[Na+].ClC1C=CC=C(C(OO)=O)C=1, predict the reaction product. The product is: [OH:1][CH2:2][C@@H:3]1[CH2:4][C@H:5]2[C@H:6]([O:11]2)[C@:7]1([CH3:9])[OH:8]. (6) Given the reactants [N:1]1([C:7]2[CH:8]=[CH:9][CH:10]=[C:11]3[C:16]=2[N:15]=[CH:14][CH:13]=[CH:12]3)[CH2:6][CH2:5][NH:4][CH2:3][CH2:2]1.[CH3:17][C:18]([O:21][C:22](O[C:22]([O:21][C:18]([CH3:20])([CH3:19])[CH3:17])=[O:23])=[O:23])([CH3:20])[CH3:19], predict the reaction product. The product is: [C:18]([O:21][C:22]([N:4]1[CH2:5][CH2:6][N:1]([C:7]2[CH:8]=[CH:9][CH:10]=[C:11]3[C:16]=2[N:15]=[CH:14][CH:13]=[CH:12]3)[CH2:2][CH2:3]1)=[O:23])([CH3:20])([CH3:19])[CH3:17]. (7) Given the reactants Cl[C:2](=[O:14])[CH2:3][C:4]1[CH:13]=[CH:12][C:7]([C:8]([O:10]C)=[O:9])=[CH:6][CH:5]=1.[F:15][C:16]1[C:21]([F:22])=[CH:20][CH:19]=[CH:18][C:17]=1[O:23]C, predict the reaction product. The product is: [F:22][C:21]1[C:16]([F:15])=[C:17]([OH:23])[CH:18]=[CH:19][C:20]=1[C:2](=[O:14])[CH2:3][C:4]1[CH:13]=[CH:12][C:7]([C:8]([OH:10])=[O:9])=[CH:6][CH:5]=1.